The task is: Predict the reaction yield, written as a fraction of the theoretical maximum amount of product (1.0 means a 100% yield; for example, 0.34 means a 34% yield).. This data is from Reaction yield outcomes from USPTO patents with 853,638 reactions. (1) The reactants are [NH2:1][C:2]1[N:7]=[C:6](Cl)[C:5]([CH2:9][CH:10]=O)=[C:4]([Cl:12])[N:3]=1.[C:13]([NH2:17])([CH3:16])([CH3:15])[CH3:14].C(N(CC)CC)C. The catalyst is C(O)CCC. The product is [C:13]([N:17]1[C:6]2[N:7]=[C:2]([NH2:1])[N:3]=[C:4]([Cl:12])[C:5]=2[CH:9]=[CH:10]1)([CH3:16])([CH3:15])[CH3:14]. The yield is 0.620. (2) The reactants are [N:1]1[CH:6]=[CH:5][CH:4]=[C:3]([S:7](Cl)(=[O:9])=[O:8])[CH:2]=1.[C:11]1([C:19]2[CH:24]=[CH:23][CH:22]=[CH:21][CH:20]=2)[CH:16]=[CH:15][C:14]([CH2:17][NH2:18])=[CH:13][CH:12]=1. The catalyst is O. The product is [C:11]1([C:19]2[CH:20]=[CH:21][CH:22]=[CH:23][CH:24]=2)[CH:12]=[CH:13][C:14]([CH2:17][NH:18][S:7]([C:3]2[CH:2]=[N:1][CH:6]=[CH:5][CH:4]=2)(=[O:9])=[O:8])=[CH:15][CH:16]=1. The yield is 0.920. (3) The reactants are Br[C:2]1[C:3]([F:27])=[CH:4][C:5]2[O:11][CH2:10][CH2:9][N:8]3[C:12]([C:18]4[O:22][N:21]=[C:20]([CH:23]5[CH2:25][CH2:24]5)[N:19]=4)=[C:13]([C:15]([NH2:17])=[O:16])[N:14]=[C:7]3[C:6]=2[CH:26]=1.[CH3:28][C:29]([OH:33])([CH3:32])[C:30]#[CH:31]. No catalyst specified. The product is [CH:23]1([C:20]2[N:19]=[C:18]([C:12]3[N:8]4[CH2:9][CH2:10][O:11][C:5]5[CH:4]=[C:3]([F:27])[C:2]([C:31]#[C:30][C:29]([OH:33])([CH3:32])[CH3:28])=[CH:26][C:6]=5[C:7]4=[N:14][C:13]=3[C:15]([NH2:17])=[O:16])[O:22][N:21]=2)[CH2:25][CH2:24]1. The yield is 0.286. (4) The reactants are S(Cl)(Cl)=O.[N+:5]([C:8]1[CH:13]=[CH:12][CH:11]=[CH:10][C:9]=1[C:14]1[CH:18]=[CH:17][S:16][C:15]=1C(O)=O)([O-:7])=[O:6].C1[CH2:26][O:25]CC1.[N-:27]=[N+]=[N-].[Na+]. The catalyst is C1C=CC=CC=1.O. The product is [N+:5]([C:8]1[C:9]2[C:14]3[CH:18]=[CH:17][S:16][C:15]=3[NH:27][C:26](=[O:25])[C:10]=2[CH:11]=[CH:12][CH:13]=1)([O-:7])=[O:6]. The yield is 0.0220.